Dataset: NCI-60 drug combinations with 297,098 pairs across 59 cell lines. Task: Regression. Given two drug SMILES strings and cell line genomic features, predict the synergy score measuring deviation from expected non-interaction effect. Drug 1: C1CCN(CC1)CCOC2=CC=C(C=C2)C(=O)C3=C(SC4=C3C=CC(=C4)O)C5=CC=C(C=C5)O. Drug 2: CC(CN1CC(=O)NC(=O)C1)N2CC(=O)NC(=O)C2. Cell line: HOP-92. Synergy scores: CSS=19.0, Synergy_ZIP=-5.12, Synergy_Bliss=-2.83, Synergy_Loewe=-1.75, Synergy_HSA=-3.32.